This data is from Full USPTO retrosynthesis dataset with 1.9M reactions from patents (1976-2016). The task is: Predict the reactants needed to synthesize the given product. The reactants are: [C:1]([C:3]1[N:4]=[C:5]([S:8][CH2:9][C:10]([NH:12][CH2:13][C@@H:14]2[O:19][CH2:18][CH2:17][N:16]([CH2:20][C:21]3[CH:26]=[CH:25][C:24]([Cl:27])=[C:23]([Cl:28])[CH:22]=3)[CH2:15]2)=[O:11])[S:6][CH:7]=1)#[N:2].[N-:29]=[N+:30]=[N-:31].[Na+].[Cl-].[NH4+].O. Given the product [Cl:28][C:23]1[CH:22]=[C:21]([CH:26]=[CH:25][C:24]=1[Cl:27])[CH2:20][N:16]1[CH2:17][CH2:18][O:19][C@@H:14]([CH2:13][NH:12][C:10](=[O:11])[CH2:9][S:8][C:5]2[S:6][CH:7]=[C:3]([C:1]3[NH:31][N:30]=[N:29][N:2]=3)[N:4]=2)[CH2:15]1, predict the reactants needed to synthesize it.